This data is from Catalyst prediction with 721,799 reactions and 888 catalyst types from USPTO. The task is: Predict which catalyst facilitates the given reaction. (1) Reactant: [CH3:1][C:2]1[S:6][C:5]([C:7]2[CH:12]=[CH:11][C:10]([C:13]([F:16])([F:15])[F:14])=[CH:9][CH:8]=2)=[N:4][C:3]=1[CH2:17][CH2:18][O:19][C:20]1[CH:29]=[CH:28][C:23]([C:24]([NH:26][NH2:27])=[O:25])=[CH:22][CH:21]=1.N1C=CC=CC=1.[C:36]1([O:42]C(Cl)=O)C=CC=CC=1.C1CCN2C(=NCCC2)CC1. Product: [CH3:1][C:2]1[S:6][C:5]([C:7]2[CH:12]=[CH:11][C:10]([C:13]([F:16])([F:15])[F:14])=[CH:9][CH:8]=2)=[N:4][C:3]=1[CH2:17][CH2:18][O:19][C:20]1[CH:21]=[CH:22][C:23]([C:24]2[O:25][C:36](=[O:42])[NH:27][N:26]=2)=[CH:28][CH:29]=1. The catalyst class is: 96. (2) Reactant: Cl[C:2]1[CH:7]=[CH:6][N:5]2[N:8]=[CH:9][C:10]([C:11]([NH:13][CH:14]([CH3:16])[CH3:15])=[O:12])=[C:4]2[N:3]=1.[C:17]1([S:23]([NH2:26])(=[O:25])=[O:24])[CH:22]=[CH:21][CH:20]=[CH:19][CH:18]=1.C(=O)([O-])[O-].[Cs+].[Cs+]. Product: [CH:14]([NH:13][C:11]([C:10]1[CH:9]=[N:8][N:5]2[CH:6]=[CH:7][C:2]([NH:26][S:23]([C:17]3[CH:22]=[CH:21][CH:20]=[CH:19][CH:18]=3)(=[O:25])=[O:24])=[N:3][C:4]=12)=[O:12])([CH3:16])[CH3:15]. The catalyst class is: 57. (3) The catalyst class is: 3. Product: [CH3:15][Si:16]([CH3:18])([CH3:17])[O:1][C:2]1[CH2:3][CH2:4][N:5]([C:8]([O:10][C:11]([CH3:14])([CH3:13])[CH3:12])=[O:9])[CH2:6][CH:7]=1. Reactant: [O:1]=[C:2]1[CH2:7][CH2:6][N:5]([C:8]([O:10][C:11]([CH3:14])([CH3:13])[CH3:12])=[O:9])[CH2:4][CH2:3]1.[CH3:15][Si:16](Cl)([CH3:18])[CH3:17].CCOC(C)=O.CCCCCC. (4) Reactant: O[CH2:2][CH2:3][CH2:4][CH:5]1[CH2:10][CH2:9][CH2:8][CH2:7][N:6]1[C:11]([O:13][CH2:14][C:15]1[CH:20]=[CH:19][CH:18]=[CH:17][CH:16]=1)=[O:12].C(Br)(Br)(Br)[Br:22].C1(P(C2C=CC=CC=2)C2C=CC=CC=2)C=CC=CC=1. Product: [Br:22][CH2:2][CH2:3][CH2:4][CH:5]1[CH2:10][CH2:9][CH2:8][CH2:7][N:6]1[C:11]([O:13][CH2:14][C:15]1[CH:20]=[CH:19][CH:18]=[CH:17][CH:16]=1)=[O:12]. The catalyst class is: 4. (5) The catalyst class is: 2. Reactant: [F:1][C:2]1[C:3]([C:31]2[N:35]([CH:36]([CH3:38])[CH3:37])[C:34]([CH3:39])=[N:33][CH:32]=2)=[N:4][C:5]([NH:8][C:9]2[CH:30]=[CH:29][C:12]([C:13]([NH:15][CH:16]3[CH2:21][CH2:20][CH2:19][N:18](C(OC(C)(C)C)=O)[CH2:17]3)=[O:14])=[CH:11][CH:10]=2)=[N:6][CH:7]=1.FC(F)(F)C(O)=O. Product: [F:1][C:2]1[C:3]([C:31]2[N:35]([CH:36]([CH3:37])[CH3:38])[C:34]([CH3:39])=[N:33][CH:32]=2)=[N:4][C:5]([NH:8][C:9]2[CH:10]=[CH:11][C:12]([C:13]([NH:15][CH:16]3[CH2:21][CH2:20][CH2:19][NH:18][CH2:17]3)=[O:14])=[CH:29][CH:30]=2)=[N:6][CH:7]=1.